Dataset: Catalyst prediction with 721,799 reactions and 888 catalyst types from USPTO. Task: Predict which catalyst facilitates the given reaction. (1) Reactant: [CH3:1][O:2][C:3](=[O:12])[C:4]1[CH:9]=[CH:8][C:7]([CH:10]=[O:11])=[CH:6][CH:5]=1.[N+:13]([CH:15](S(C1C=CC(C)=CC=1)(=O)=O)[CH3:16])#[C-:14].C(=O)([O-])[O-].[K+].[K+]. Product: [CH3:1][O:2][C:3](=[O:12])[C:4]1[CH:9]=[CH:8][C:7]([C:10]2[O:11][CH:14]=[N:13][C:15]=2[CH3:16])=[CH:6][CH:5]=1. The catalyst class is: 5. (2) Reactant: Cl.[Br:2][CH2:3][CH2:4][CH2:5][CH2:6][CH2:7][CH2:8][O:9][CH:10]1[CH2:15][CH2:14][NH:13][CH2:12][CH2:11]1.[C:16]1([NH:22][S:23](Cl)(=[O:25])=[O:24])[CH:21]=[CH:20][CH:19]=[CH:18][CH:17]=1.C(N(CC)CC)C. Product: [C:16]1([NH:22][S:23]([N:13]2[CH2:14][CH2:15][CH:10]([O:9][CH2:8][CH2:7][CH2:6][CH2:5][CH2:4][CH2:3][Br:2])[CH2:11][CH2:12]2)(=[O:25])=[O:24])[CH:21]=[CH:20][CH:19]=[CH:18][CH:17]=1. The catalyst class is: 2. (3) Reactant: C[Si]([N-][Si](C)(C)C)(C)C.[Na+].[NH:11]1[CH:15]=[CH:14][CH:13]=[N:12]1.[Cl:16][C:17]1[N:22]=[C:21](Cl)[C:20]([C:24]([NH:26][CH:27]2[CH:34]3[CH2:35][CH:30]4[CH2:31][C:32]([OH:37])([CH2:36][CH:28]2[CH2:29]4)[CH2:33]3)=[O:25])=[CH:19][N:18]=1. Product: [Cl:16][C:17]1[N:18]=[C:19]([N:11]2[CH:15]=[CH:14][CH:13]=[N:12]2)[C:20]([C:24]([NH:26][CH:27]2[CH:34]3[CH2:35][CH:30]4[CH2:31][C:32]([OH:37])([CH2:36][CH:28]2[CH2:29]4)[CH2:33]3)=[O:25])=[CH:21][N:22]=1. The catalyst class is: 49. (4) Reactant: [CH3:1][C:2]1[NH:6][C:5]2[S:7][CH:8]=[CH:9][C:4]=2[CH:3]=1.I[C:11]1[CH:12]=[N:13][N:14]([CH2:16][CH2:17][CH3:18])[CH:15]=1.N[C@@H]1CCCC[C@H]1N.[O-]P([O-])([O-])=O.[K+].[K+].[K+]. Product: [CH3:1][C:2]1[N:6]([C:11]2[CH:12]=[N:13][N:14]([CH2:16][CH2:17][CH3:18])[CH:15]=2)[C:5]2[S:7][CH:8]=[CH:9][C:4]=2[CH:3]=1. The catalyst class is: 432. (5) Reactant: C([O:5][C:6]([CH2:8][C:9]1[N:13]=[C:12]([C:14]2[CH:15]=[N:16][CH:17]=[CH:18][C:19]=2[C:20]([F:23])([F:22])[F:21])[O:11][N:10]=1)=[O:7])(C)(C)C.FC(F)(F)C(O)=O. Product: [OH:7][C:6]([CH2:8][C:9]1[N:13]=[C:12]([C:14]2[CH:15]=[N:16][CH:17]=[CH:18][C:19]=2[C:20]([F:22])([F:23])[F:21])[O:11][N:10]=1)=[O:5]. The catalyst class is: 4. (6) Reactant: [C:1]([OH:4])(=O)[CH3:2].[F:5][C:6]1[CH:7]=[C:8]([NH2:14])[C:9]([NH2:13])=[CH:10][C:11]=1[F:12]. Product: [F:5][C:6]1[CH:7]=[C:8]2[C:9](=[CH:10][C:11]=1[F:12])[NH:13][C:1](=[O:4])[CH:2]=[N:14]2. The catalyst class is: 32. (7) Reactant: [F:1][C:2]1[CH:3]=[C:4]([CH2:9][C:10]([OH:12])=O)[CH:5]=[CH:6][C:7]=1[OH:8].C1N=CN(C(N2C=NC=C2)=O)C=1.[CH2:25]([N:29]1[C:37]2[N:36]=[C:35]([Cl:38])[NH:34][C:33]=2[C:32](=[O:39])[N:31]([CH2:40][CH2:41][CH2:42]/[C:43](=[N:46]/[H])/[NH:44]O)[C:30]1=[O:48])[CH2:26][CH2:27][CH3:28]. Product: [CH2:25]([N:29]1[C:37]2[N:36]=[C:35]([Cl:38])[NH:34][C:33]=2[C:32](=[O:39])[N:31]([CH2:40][CH2:41][CH2:42][C:43]2[N:44]=[C:10]([CH2:9][C:4]3[CH:5]=[CH:6][C:7]([OH:8])=[C:2]([F:1])[CH:3]=3)[O:12][N:46]=2)[C:30]1=[O:48])[CH2:26][CH2:27][CH3:28]. The catalyst class is: 3. (8) The catalyst class is: 10. Reactant: [C:1]([C:3]1[CH:12]=[CH:11][C:6]([C:7](=[O:10])[CH2:8][Br:9])=[CH:5][CH:4]=1)#[N:2].[N:13]1[CH:18]=[CH:17][CH:16]=[CH:15][CH:14]=1. Product: [Br-:9].[C:1]([C:3]1[CH:12]=[CH:11][C:6]([C:7](=[O:10])[CH2:8][N+:13]2[CH:18]=[CH:17][CH:16]=[CH:15][CH:14]=2)=[CH:5][CH:4]=1)#[N:2].